This data is from Catalyst prediction with 721,799 reactions and 888 catalyst types from USPTO. The task is: Predict which catalyst facilitates the given reaction. (1) Reactant: [N:1]12[CH2:8][CH2:7][CH:4]([CH2:5][CH2:6]1)[C@@H:3]([NH:9][C:10]([C:12]1[O:13][C:14](Br)=[CH:15][CH:16]=1)=[O:11])[CH2:2]2.[C:18]([NH:21][C:22]1[CH:23]=[C:24](B(O)O)[CH:25]=[CH:26][CH:27]=1)(=[O:20])[CH3:19].C(=O)([O-])[O-].[Na+].[Na+]. Product: [N:1]12[CH2:8][CH2:7][CH:4]([CH2:5][CH2:6]1)[C@@H:3]([NH:9][C:10]([C:12]1[O:13][C:14]([C:26]3[CH:25]=[CH:24][CH:23]=[C:22]([NH:21][C:18](=[O:20])[CH3:19])[CH:27]=3)=[CH:15][CH:16]=1)=[O:11])[CH2:2]2. The catalyst class is: 108. (2) Reactant: C[Si]([N:5]=[C:6]=[O:7])(C)C.[CH3:8][O:9][C:10]1[CH:19]=[C:18]([O:20][CH3:21])[CH:17]=[C:16]2[C:11]=1[C:12](=[O:35])[NH:13][C:14]([C:22]1[C:27]([NH:28][CH:29]3[CH2:34][CH2:33][NH:32][CH2:31][CH2:30]3)=[CH:26][CH:25]=[CH:24][N:23]=1)=[N:15]2.C(N(CC)CC)C. Product: [CH3:8][O:9][C:10]1[CH:19]=[C:18]([O:20][CH3:21])[CH:17]=[C:16]2[C:11]=1[C:12](=[O:35])[NH:13][C:14]([C:22]1[C:27]([NH:28][CH:29]3[CH2:34][CH2:33][N:32]([C:6]([NH2:5])=[O:7])[CH2:31][CH2:30]3)=[CH:26][CH:25]=[CH:24][N:23]=1)=[N:15]2. The catalyst class is: 1.